From a dataset of Forward reaction prediction with 1.9M reactions from USPTO patents (1976-2016). Predict the product of the given reaction. (1) Given the reactants [NH2:1][C:2]1[CH:3]=[CH:4][C:5]([O:12][CH:13]([C:20]2[CH:25]=[CH:24][C:23]([Cl:26])=[CH:22][C:21]=2[Cl:27])[C:14]2[CH:19]=[CH:18][CH:17]=[CH:16][CH:15]=2)=[C:6]([CH:11]=1)[C:7]([O:9][CH3:10])=[O:8].[CH3:28][O:29][C:30]1[CH:31]=[C:32]([N:38]=[C:39]=[O:40])[CH:33]=[CH:34][C:35]=1[O:36][CH3:37], predict the reaction product. The product is: [CH3:28][O:29][C:30]1[CH:31]=[C:32]([NH:38][C:39]([NH:1][C:2]2[CH:3]=[CH:4][C:5]([O:12][CH:13]([C:20]3[CH:25]=[CH:24][C:23]([Cl:26])=[CH:22][C:21]=3[Cl:27])[C:14]3[CH:15]=[CH:16][CH:17]=[CH:18][CH:19]=3)=[C:6]([CH:11]=2)[C:7]([O:9][CH3:10])=[O:8])=[O:40])[CH:33]=[CH:34][C:35]=1[O:36][CH3:37]. (2) Given the reactants [CH:1]1([O:7][C:8]([NH:10][CH:11]([C:23]2[CH:28]=[CH:27][CH:26]=[CH:25][CH:24]=2)[C:12]([O:14][C@@H:15]2[CH:20]3[CH2:21][CH2:22][N:17]([CH2:18][CH2:19]3)[CH2:16]2)=[O:13])=[O:9])[CH2:6][CH2:5][CH2:4][CH2:3][CH2:2]1.[Br:29][CH2:30][C:31]([C:33]1[CH:38]=[CH:37][CH:36]=[CH:35][CH:34]=1)=[O:32], predict the reaction product. The product is: [Br-:29].[CH:1]1([O:7][C:8]([NH:10][CH:11]([C:23]2[CH:24]=[CH:25][CH:26]=[CH:27][CH:28]=2)[C:12]([O:14][C@@H:15]2[CH:20]3[CH2:19][CH2:18][N+:17]([CH2:30][C:31](=[O:32])[C:33]4[CH:38]=[CH:37][CH:36]=[CH:35][CH:34]=4)([CH2:22][CH2:21]3)[CH2:16]2)=[O:13])=[O:9])[CH2:6][CH2:5][CH2:4][CH2:3][CH2:2]1.